Task: Predict the reaction yield, written as a fraction of the theoretical maximum amount of product (1.0 means a 100% yield; for example, 0.34 means a 34% yield).. Dataset: Reaction yield outcomes from USPTO patents with 853,638 reactions (1) The reactants are [NH2:1][CH:2]1[CH2:46][N:5]2[C:6]3[CH:7]=[CH:8][C:9]([C:13]4[C:28]([CH3:29])=[C:27]([O:30]CC5C=CC=CC=5)[C:16]([C:17]([O:19]CC5C=CC=CC=5)=[O:18])=[C:15]([O:38]CC5C=CC=CC=5)[N:14]=4)=[CH:10][C:11]=3[CH:12]=[C:4]2[CH2:3]1.[ClH:47]. The catalyst is CO.[Pd]. The product is [ClH:47].[NH2:1][CH:2]1[CH2:46][N:5]2[C:6]3[CH:7]=[CH:8][C:9]([C:13]4[NH:14][C:15](=[O:38])[C:16]([C:17]([OH:19])=[O:18])=[C:27]([OH:30])[C:28]=4[CH3:29])=[CH:10][C:11]=3[CH:12]=[C:4]2[CH2:3]1. The yield is 0.490. (2) The reactants are [N:1]1[CH:6]=[CH:5][CH:4]=[C:3](/[CH:7]=[CH:8]/[C:9]2[C:17]3[C:12](=[CH:13][C:14]([C:18]#N)=[CH:15][CH:16]=3)[NH:11][N:10]=2)[CH:2]=1.CC(O)=[O:22].CN(C=O)C.[PH2]([O-])=O.[Na+]. The catalyst is N1C=CC=CC=1.O.[Ni]. The product is [N:1]1[CH:6]=[CH:5][CH:4]=[C:3](/[CH:7]=[CH:8]/[C:9]2[C:17]3[C:12](=[CH:13][C:14]([CH:18]=[O:22])=[CH:15][CH:16]=3)[NH:11][N:10]=2)[CH:2]=1. The yield is 0.500. (3) The reactants are [C:1]([NH2:4])(=[O:3])[CH3:2].O.[C:6]([OH:10])(=[O:9])[CH:7]=[O:8]. The catalyst is CC(C)=O. The product is [C:1]([NH:4][CH:7]([OH:8])[C:6]([OH:10])=[O:9])(=[O:3])[CH3:2]. The yield is 1.00.